Dataset: hERG Central: cardiac toxicity at 1µM, 10µM, and general inhibition. Task: Predict hERG channel inhibition at various concentrations. (1) The molecule is CN(Cc1ccccc1Cl)C(=O)C1CCC(=O)N(CCc2cccc(F)c2)C1. Results: hERG_inhib (hERG inhibition (general)): blocker. (2) The compound is O=C1CCN(Cc2ccccc2)CCN1[C@H](COc1ccccc1)c1ccccc1. Results: hERG_inhib (hERG inhibition (general)): blocker.